From a dataset of Retrosynthesis with 50K atom-mapped reactions and 10 reaction types from USPTO. Predict the reactants needed to synthesize the given product. (1) The reactants are: CC#CCOc1ccc(S(=O)(=O)N(C)C(C(=O)OC)c2ccc(O[Si](C)(C)C(C)(C)C)cc2)cc1. Given the product CC#CCOc1ccc(S(=O)(=O)N(C)C(C(=O)OC)c2ccc(O)cc2)cc1, predict the reactants needed to synthesize it. (2) Given the product CC(C)(C)OC(=O)C1C2CC3C(OC(=O)C31)C2OC(=O)C12CC3CC(CC(C3)C1)C2, predict the reactants needed to synthesize it. The reactants are: CC(C)(C)OC(=O)C1C2CC3C(OC(=O)C31)C2O.O=C(Cl)C12CC3CC(CC(C3)C1)C2. (3) Given the product COc1ccc(CN(C(=O)Nc2c(C(C)C)cccc2C(C)C)c2ccc(C(C)C)cc2)c(OC)c1, predict the reactants needed to synthesize it. The reactants are: CC(C)c1cccc(C(C)C)c1N=C=O.COc1ccc(CNc2ccc(C(C)C)cc2)c(OC)c1. (4) Given the product CC(C)C[C@H](CO)NC(=O)c1c(O)c2ncc(Cc3ccc(F)cc3)cc2n(CCCN2CCCCCC2=O)c1=O, predict the reactants needed to synthesize it. The reactants are: CC(C)C[C@@H](N)CO.CCOC(=O)c1c(O)c2ncc(Cc3ccc(F)cc3)cc2n(CCCN2CCCCCC2=O)c1=O. (5) Given the product COc1ncccc1OCC1CO1, predict the reactants needed to synthesize it. The reactants are: COc1ncccc1O.ClCC1CO1. (6) Given the product CON(C)C(=O)c1cccc(CBr)c1[N+](=O)[O-], predict the reactants needed to synthesize it. The reactants are: CON(C)C(=O)c1cccc(C)c1[N+](=O)[O-].O=C1CCC(=O)N1Br. (7) Given the product CC(C)(C)C(CSC(F)F)=NO, predict the reactants needed to synthesize it. The reactants are: CC(C)(C)C(=O)CSC(F)F.NO. (8) Given the product CN(CCCCCCC1=C(c2ccc(F)cc2)CCCc2c1ccc(O)c2F)CCCS(=O)CCCC(F)(F)C(F)(F)F, predict the reactants needed to synthesize it. The reactants are: CNCCCS(=O)CCCC(F)(F)C(F)(F)F.Oc1ccc2c(c1F)CCCC(c1ccc(F)cc1)=C2CCCCCCBr. (9) The reactants are: CCOC(=O)C1=C(COCCN)NC(C)=C(C(=O)OC)C1c1ccccc1Cl.CN1CCN(S(=O)(=O)Cl)CC1. Given the product CCOC(=O)C1=C(COCCNS(=O)(=O)N2CCN(C)CC2)NC(C)=C(C(=O)OC)C1c1ccccc1Cl, predict the reactants needed to synthesize it.